Task: Predict the product of the given reaction.. Dataset: Forward reaction prediction with 1.9M reactions from USPTO patents (1976-2016) (1) Given the reactants [NH2:1][C@@H:2]1[CH2:6][C@H:5]([O:7][CH2:8][CH2:9][OH:10])[C@@H:4]([OH:11])[C@H:3]1[OH:12].[Cl:13][C:14]1[C:19]([NH2:20])=[C:18](Cl)[N:17]=[C:16]([S:22][CH2:23][CH2:24][CH3:25])[N:15]=1.[N:26](CCO)(CCO)CCO.N([O-])=O.[Na+], predict the reaction product. The product is: [Cl:13][C:14]1[C:19]2[N:20]=[N:26][N:1]([C@@H:2]3[CH2:6][C@H:5]([O:7][CH2:8][CH2:9][OH:10])[C@@H:4]([OH:11])[C@H:3]3[OH:12])[C:18]=2[N:17]=[C:16]([S:22][CH2:23][CH2:24][CH3:25])[N:15]=1. (2) Given the reactants Br[C:2]1[CH:3]=[C:4]2[C:8]3=[C:9]([CH2:11][CH2:12][N:7]3[C@@H:6]3[CH2:13][CH2:14][N:15]([C:17]([O:19][C:20]([CH3:23])([CH3:22])[CH3:21])=[O:18])[CH2:16][C@H:5]23)[CH:10]=1.[Cl:24][C:25]1[CH:30]=[C:29]([O:31][CH3:32])[CH:28]=[CH:27][C:26]=1B(O)O, predict the reaction product. The product is: [Cl:24][C:25]1[CH:30]=[C:29]([O:31][CH3:32])[CH:28]=[CH:27][C:26]=1[C:2]1[CH:3]=[C:4]2[C:8]3=[C:9]([CH2:11][CH2:12][N:7]3[C@@H:6]3[CH2:13][CH2:14][N:15]([C:17]([O:19][C:20]([CH3:22])([CH3:23])[CH3:21])=[O:18])[CH2:16][C@H:5]23)[CH:10]=1.